Task: Regression. Given two drug SMILES strings and cell line genomic features, predict the synergy score measuring deviation from expected non-interaction effect.. Dataset: NCI-60 drug combinations with 297,098 pairs across 59 cell lines (1) Drug 1: CCCCCOC(=O)NC1=NC(=O)N(C=C1F)C2C(C(C(O2)C)O)O. Drug 2: CC1C(C(CC(O1)OC2CC(CC3=C2C(=C4C(=C3O)C(=O)C5=C(C4=O)C(=CC=C5)OC)O)(C(=O)CO)O)N)O.Cl. Cell line: SK-MEL-28. Synergy scores: CSS=21.4, Synergy_ZIP=-2.99, Synergy_Bliss=-4.57, Synergy_Loewe=-25.1, Synergy_HSA=-4.02. (2) Drug 1: CCCS(=O)(=O)NC1=C(C(=C(C=C1)F)C(=O)C2=CNC3=C2C=C(C=N3)C4=CC=C(C=C4)Cl)F. Drug 2: CC1C(C(CC(O1)OC2CC(CC3=C2C(=C4C(=C3O)C(=O)C5=C(C4=O)C(=CC=C5)OC)O)(C(=O)C)O)N)O.Cl. Cell line: MOLT-4. Synergy scores: CSS=85.6, Synergy_ZIP=33.8, Synergy_Bliss=33.7, Synergy_Loewe=-17.9, Synergy_HSA=32.3.